From a dataset of Full USPTO retrosynthesis dataset with 1.9M reactions from patents (1976-2016). Predict the reactants needed to synthesize the given product. (1) Given the product [C:15]([N:14]1[C:10]2[C:3]3[CH:4]=[C:5]([F:9])[C:6]([F:8])=[CH:7][C:2]=3[N:20]([S:21]([C:24]3[CH:25]=[CH:26][C:27]([C:30]([F:31])([F:33])[F:32])=[CH:28][CH:29]=3)(=[O:22])=[O:23])[C@H:19]([CH:34]3[CH2:36][CH2:35]3)[C:11]=2[CH:12]=[N:13]1)([CH3:16])([CH3:18])[CH3:17], predict the reactants needed to synthesize it. The reactants are: Br[C:2]1[CH:7]=[C:6]([F:8])[C:5]([F:9])=[CH:4][C:3]=1[C:10]1[N:14]([C:15]([CH3:18])([CH3:17])[CH3:16])[N:13]=[CH:12][C:11]=1[C@@H:19]([CH:34]1[CH2:36][CH2:35]1)[NH:20][S:21]([C:24]1[CH:29]=[CH:28][C:27]([C:30]([F:33])([F:32])[F:31])=[CH:26][CH:25]=1)(=[O:23])=[O:22].P([O-])([O-])([O-])=O.[K+].[K+].[K+].CNCCNC. (2) Given the product [CH3:16][C:13]1([CH3:15])[C:12]([CH3:17])([CH3:18])[O:11][B:10]([C:12]2[CH:17]=[CH:20][C:19]([O:22][CH2:13][CH2:12][CH2:17][C:31]#[N:28])=[CH:15][CH:13]=2)[O:14]1, predict the reactants needed to synthesize it. The reactants are: [B:10]1([B:10]2[O:14][C:13]([CH3:16])([CH3:15])[C:12]([CH3:18])([CH3:17])[O:11]2)[O:14][C:13]([CH3:16])([CH3:15])[C:12]([CH3:18])([CH3:17])[O:11]1.[C:19]([O-:22])(=O)[CH3:20].[K+].ClCCl.C[N:28]([CH3:31])C=O. (3) Given the product [CH2:1]([NH:8][C:9]1[C:18]2[C:13](=[CH:14][CH:15]=[CH:16][CH:17]=2)[N:12]=[C:11]([N:34]2[CH2:33][CH2:32][C:31]3[C:36](=[CH:37][C:38]([O:39][CH3:40])=[C:29]([O:28][CH3:27])[CH:30]=3)[CH2:35]2)[N:10]=1)[C:2]1[CH:7]=[CH:6][CH:5]=[CH:4][CH:3]=1, predict the reactants needed to synthesize it. The reactants are: [CH2:1]([NH:8][C:9]1[C:18]2[C:13](=[CH:14][CH:15]=[CH:16][CH:17]=2)[N:12]=[C:11](Cl)[N:10]=1)[C:2]1[CH:7]=[CH:6][CH:5]=[CH:4][CH:3]=1.C(=O)([O-])[O-].[K+].[K+].Cl.[CH3:27][O:28][C:29]1[CH:30]=[C:31]2[C:36](=[CH:37][C:38]=1[O:39][CH3:40])[CH2:35][NH:34][CH2:33][CH2:32]2.C([O-])(O)=O.[Na+]. (4) Given the product [Cl:30][C:17]1[CH:16]=[C:15]([N:6]([C:7]2[CH:12]=[CH:11][C:10]([F:13])=[CH:9][C:8]=2[CH3:14])[C:5]([O:4][CH:2]([O:43][C:41](=[O:42])[C@@H:40]([NH:39][C:37]([O:36][C:32]([CH3:34])([CH3:33])[CH3:35])=[O:38])[CH2:44][OH:45])[CH3:3])=[O:31])[CH:20]=[CH:19][C:18]=1[C:21](=[O:29])[C:22]1[CH:27]=[CH:26][CH:25]=[CH:24][C:23]=1[CH3:28], predict the reactants needed to synthesize it. The reactants are: Cl[CH:2]([O:4][C:5](=[O:31])[N:6]([C:15]1[CH:20]=[CH:19][C:18]([C:21](=[O:29])[C:22]2[CH:27]=[CH:26][CH:25]=[CH:24][C:23]=2[CH3:28])=[C:17]([Cl:30])[CH:16]=1)[C:7]1[CH:12]=[CH:11][C:10]([F:13])=[CH:9][C:8]=1[CH3:14])[CH3:3].[C:32]([O:36][C:37]([NH:39][C@@H:40]([CH2:44][OH:45])[C:41]([O-:43])=[O:42])=[O:38])([CH3:35])([CH3:34])[CH3:33].C([N+](CCCC)(CCCC)CCCC)CCC. (5) Given the product [NH2:1][C:2]1[C:3]([C:28]2[CH:29]=[C:30]([NH:36][C:38]([NH2:37])=[O:39])[CH:31]=[C:32]([O:34][CH3:35])[CH:33]=2)=[C:4]([NH:8][C@H:9]([C:11]2[N:16]([C:17]3[CH:22]=[CH:21][CH:20]=[CH:19][CH:18]=3)[C:15](=[O:23])[C:14]3=[C:24]([CH3:27])[CH:25]=[CH:26][N:13]3[N:12]=2)[CH3:10])[N:5]=[CH:6][N:7]=1, predict the reactants needed to synthesize it. The reactants are: [NH2:1][C:2]1[N:7]=[CH:6][N:5]=[C:4]([NH:8][C@H:9]([C:11]2[N:16]([C:17]3[CH:22]=[CH:21][CH:20]=[CH:19][CH:18]=3)[C:15](=[O:23])[C:14]3=[C:24]([CH3:27])[CH:25]=[CH:26][N:13]3[N:12]=2)[CH3:10])[C:3]=1[C:28]1[CH:33]=[C:32]([O:34][CH3:35])[CH:31]=[C:30]([NH2:36])[CH:29]=1.[N-:37]=[C:38]=[O:39].[K+]. (6) Given the product [C:22]([C@H:21]([N:11]([CH2:12][C:13]1[CH:18]=[CH:17][C:16]([CH2:19][O:20][S:37]([CH3:36])(=[O:39])=[O:38])=[CH:15][CH:14]=1)[S:8]([C:5]1[CH:4]=[CH:3][C:2]([Cl:1])=[CH:7][CH:6]=1)(=[O:10])=[O:9])[CH2:25][CH:26]([CH3:28])[CH3:27])(=[O:23])[NH2:24], predict the reactants needed to synthesize it. The reactants are: [Cl:1][C:2]1[CH:7]=[CH:6][C:5]([S:8]([N:11]([C@H:21]([CH2:25][CH:26]([CH3:28])[CH3:27])[C:22]([NH2:24])=[O:23])[CH2:12][C:13]2[CH:18]=[CH:17][C:16]([CH2:19][OH:20])=[CH:15][CH:14]=2)(=[O:10])=[O:9])=[CH:4][CH:3]=1.CCN(CC)CC.[CH3:36][S:37](Cl)(=[O:39])=[O:38]. (7) The reactants are: Cl.[CH3:2][O:3][C:4]1[CH:5]=[C:6]([NH:10][CH:11]([C:24]2[CH:29]=[CH:28][CH:27]=[CH:26][CH:25]=2)[C:12]([C:14]2[C:18]3[CH2:19][NH:20][CH2:21][CH2:22][C:17]=3[N:16]([CH3:23])[N:15]=2)=[O:13])[CH:7]=[CH:8][CH:9]=1.[CH2:30](N(CC)CC)C.C=O.C(O[BH-](OC(=O)C)OC(=O)C)(=O)C.[Na+]. Given the product [CH3:23][N:16]1[C:17]2[CH2:22][CH2:21][N:20]([CH3:30])[CH2:19][C:18]=2[C:14]([C:12](=[O:13])[CH:11]([NH:10][C:6]2[CH:7]=[CH:8][CH:9]=[C:4]([O:3][CH3:2])[CH:5]=2)[C:24]2[CH:29]=[CH:28][CH:27]=[CH:26][CH:25]=2)=[N:15]1, predict the reactants needed to synthesize it. (8) Given the product [OH:1][C:2]1[CH:7]=[CH:6][C:5]([C:8](=[C:18]2[CH2:23][C:22]([CH3:25])([CH3:24])[CH2:21][C:20]([CH3:27])([CH3:26])[CH2:19]2)[C:9]2[CH:17]=[CH:16][C:12]([C:13]([NH2:30])=[O:14])=[CH:11][CH:10]=2)=[CH:4][CH:3]=1, predict the reactants needed to synthesize it. The reactants are: [OH:1][C:2]1[CH:7]=[CH:6][C:5]([C:8](=[C:18]2[CH2:23][C:22]([CH3:25])([CH3:24])[CH2:21][C:20]([CH3:27])([CH3:26])[CH2:19]2)[C:9]2[CH:17]=[CH:16][C:12]([C:13](O)=[O:14])=[CH:11][CH:10]=2)=[CH:4][CH:3]=1.CC[N:30](CC)CC.ClC(OCC)=O.[NH4+].[OH-].[NH4+].[Cl-]. (9) Given the product [C:2]([C:4]1[NH:8][N:7]=[C:6]([O:9][S:10]([C:13]2[CH:18]=[CH:17][C:16]([CH3:19])=[CH:15][CH:14]=2)(=[O:12])=[O:11])[CH:5]=1)(=[O:1])[CH3:3], predict the reactants needed to synthesize it. The reactants are: [OH:1][C@H:2]([C:4]1[NH:8][N:7]=[C:6]([O:9][S:10]([C:13]2[CH:18]=[CH:17][C:16]([CH3:19])=[CH:15][CH:14]=2)(=[O:12])=[O:11])[CH:5]=1)[CH3:3].[Cr](O[Cr]([O-])(=O)=O)([O-])(=O)=O.[NH+]1C=CC=CC=1.[NH+]1C=CC=CC=1. (10) Given the product [C:26]1([S:32]([C:2]2[CH:10]=[CH:9][C:8]3[N:7]([CH2:11][CH3:12])[C:6]4[CH2:13][CH:14]5[NH:18][CH:17]([C:5]=4[C:4]=3[C:3]=2[C:19]([O:21][C:22]([CH3:25])([CH3:24])[CH3:23])=[O:20])[CH2:16][CH2:15]5)(=[O:34])=[O:33])[CH:31]=[CH:30][CH:29]=[CH:28][CH:27]=1, predict the reactants needed to synthesize it. The reactants are: Br[C:2]1[CH:10]=[CH:9][C:8]2[N:7]([CH2:11][CH3:12])[C:6]3[CH2:13][CH:14]4[NH:18][CH:17]([C:5]=3[C:4]=2[C:3]=1[C:19]([O:21][C:22]([CH3:25])([CH3:24])[CH3:23])=[O:20])[CH2:16][CH2:15]4.[C:26]1([S:32]([O-:34])=[O:33])[CH:31]=[CH:30][CH:29]=[CH:28][CH:27]=1.[Na+].